Dataset: Full USPTO retrosynthesis dataset with 1.9M reactions from patents (1976-2016). Task: Predict the reactants needed to synthesize the given product. (1) Given the product [CH:16]([N:13]1[CH2:14][CH2:15][N:10]([C:9]2[C:4](=[O:1])[NH:5][CH:6]=[CH:7][N:8]=2)[CH2:11][CH2:12]1)([CH3:18])[CH3:17], predict the reactants needed to synthesize it. The reactants are: [OH-:1].[Na+].Cl[C:4]1[C:9]([N:10]2[CH2:15][CH2:14][N:13]([CH:16]([CH3:18])[CH3:17])[CH2:12][CH2:11]2)=[N:8][CH:7]=[CH:6][N:5]=1. (2) Given the product [Cl:24][C:25]1[CH:30]=[CH:29][C:28]([NH:31][C:32]([N:16]2[CH2:17][C@H:18]([CH3:19])[N:13]([CH2:12][C:8]3[CH:7]=[C:6]4[C:11]([C:2]([NH2:1])=[N:3][CH:4]=[N:5]4)=[CH:10][CH:9]=3)[C:14](=[O:23])[C@@H:15]2[CH2:20][CH2:21][CH3:22])=[O:33])=[CH:27][CH:26]=1, predict the reactants needed to synthesize it. The reactants are: [NH2:1][C:2]1[C:11]2[C:6](=[CH:7][C:8]([CH2:12][N:13]3[CH:18]([CH3:19])[CH2:17][NH:16][CH:15]([CH2:20][CH2:21][CH3:22])[C:14]3=[O:23])=[CH:9][CH:10]=2)[N:5]=[CH:4][N:3]=1.[Cl:24][C:25]1[CH:30]=[CH:29][C:28]([N:31]=[C:32]=[O:33])=[CH:27][CH:26]=1. (3) Given the product [N+:22]([C:21]1[C:20](=[O:19])[O:1][C:2]2[C:3]([CH:4]=1)=[CH:6][CH:7]=[C:8]([O:10][CH3:11])[CH:9]=2)([O-:24])=[O:23], predict the reactants needed to synthesize it. The reactants are: [OH:1][C:2]1[CH:9]=[C:8]([O:10][CH3:11])[CH:7]=[CH:6][C:3]=1[CH:4]=O.Cl.C(N)CC.C([O:19][C:20](=O)[CH2:21][N+:22]([O-:24])=[O:23])C.O. (4) Given the product [N:41]([CH:13]([C:14]1[N:15]=[CH:10][C:11]([F:28])=[CH:17][N:16]=1)[CH3:26])=[N+:42]=[N-:43], predict the reactants needed to synthesize it. The reactants are: C1(C2NN=C(N[C:10]3[N:15]=[C:14]([NH:16][C@H:17](C4C=CC(F)=CC=4)C)[C:13]([CH2:26]O)=C[C:11]=3[F:28])C=2)CC1.C(N(CC)CC)C.CS(Cl)(=O)=O.[N-:41]=[N+:42]=[N-:43].[Na+]. (5) Given the product [Br:20][CH2:21][CH2:22][NH:23][C:11]1[N:15]2[CH:16]=[CH:17][N:18]=[C:14]2[S:13][N:12]=1, predict the reactants needed to synthesize it. The reactants are: CC1C=CC(S([C:11]2[N:15]3[CH:16]=[CH:17][N:18]=[C:14]3[S:13][N:12]=2)(=O)=O)=CC=1.Br.[Br:20][CH2:21][CH2:22][NH2:23]. (6) Given the product [CH:1]([C:4]1[CH:9]=[CH:8][N:7]=[CH:6][C:5]=1[CH3:15])([CH3:3])[CH3:2], predict the reactants needed to synthesize it. The reactants are: [CH:1]([CH:4]1[CH:9]=[CH:8][N:7](C(OCC)=O)[CH:6]=[C:5]1[CH3:15])([CH3:3])[CH3:2].C(O)(=O)C.ClC1C(=O)C(C#N)=C(C#N)C(=O)C=1Cl.[OH-].[Na+]. (7) Given the product [Cl:1][C:2]1[CH:7]=[CH:6][C:5]([CH2:8][OH:9])=[CH:4][C:3]=1[O:10][CH2:12][C:13]1[CH:18]=[CH:17][C:16]([F:19])=[CH:15][CH:14]=1, predict the reactants needed to synthesize it. The reactants are: [Cl:1][C:2]1[CH:7]=[CH:6][C:5]([CH2:8][OH:9])=[CH:4][C:3]=1[OH:10].Br[CH2:12][C:13]1[CH:18]=[CH:17][C:16]([F:19])=[CH:15][CH:14]=1. (8) Given the product [N:17]1([C:23]([NH:16][C@@H:12]([CH2:11][C:10]2[C:4]3[C:5](=[CH:6][CH:1]=[CH:2][CH:3]=3)[CH:7]=[CH:8][CH:9]=2)[C:13]([OH:15])=[O:14])=[O:24])[CH2:22][CH2:21][O:20][CH2:19][CH2:18]1, predict the reactants needed to synthesize it. The reactants are: [CH:1]1[CH:6]=[C:5]2[CH:7]=[CH:8][CH:9]=[C:10]([CH2:11][C@H:12]([NH2:16])[C:13]([OH:15])=[O:14])[C:4]2=[CH:3][CH:2]=1.[N:17]1([C:23](Cl)=[O:24])[CH2:22][CH2:21][O:20][CH2:19][CH2:18]1. (9) The reactants are: [C:1]([C:3]1[CH:4]=[C:5]([CH:10]=[CH:11][C:12]=1[OH:13])[C:6]([O:8][CH3:9])=[O:7])#[N:2].CCN(CC)CC.[O:21](S(C(F)(F)F)(=O)=O)[S:22]([C:25]([F:28])([F:27])[F:26])(=O)=[O:23]. Given the product [C:1]([C:3]1[CH:4]=[C:5]([CH:10]=[CH:11][C:12]=1[O:13][S:22]([C:25]([F:28])([F:27])[F:26])(=[O:23])=[O:21])[C:6]([O:8][CH3:9])=[O:7])#[N:2], predict the reactants needed to synthesize it.